This data is from Full USPTO retrosynthesis dataset with 1.9M reactions from patents (1976-2016). The task is: Predict the reactants needed to synthesize the given product. (1) Given the product [Cl:13][CH2:12][C@H:11]([CH3:14])[CH2:10][O:8][C:4]1[CH:5]=[CH:6][CH:7]=[C:2]([F:1])[CH:3]=1, predict the reactants needed to synthesize it. The reactants are: [F:1][C:2]1[CH:3]=[C:4]([OH:8])[CH:5]=[CH:6][CH:7]=1.Br[CH2:10][C@@H:11]([CH3:14])[CH2:12][Cl:13]. (2) Given the product [CH3:18][O:1][C:2]1[CH2:7][CH2:6][N:5]([CH:8]([C:10]2([CH3:13])[CH2:12][CH2:11]2)[CH3:9])[C:4](=[O:14])[C:3]=1[C:15]#[N:16], predict the reactants needed to synthesize it. The reactants are: [OH:1][C:2]1[CH2:7][CH2:6][N:5]([CH:8]([C:10]2([CH3:13])[CH2:12][CH2:11]2)[CH3:9])[C:4](=[O:14])[C:3]=1[C:15]#[N:16].O1CCC[CH2:18]1.[H-].[Na+].S(OC)(OC)(=O)=O. (3) Given the product [CH3:1][C@H:2]1[CH2:6][CH2:5][CH2:4][N:3]1[C:7]1[N:12]=[C:11]([NH:13][C:14]2[C:15]3[N:16]([CH:29]=[CH:30][N:31]=3)[N:17]=[C:18]([C:20]3[CH:21]=[CH:22][C:23]([C:24]([NH2:38])=[O:26])=[CH:27][CH:28]=3)[CH:19]=2)[CH:10]=[CH:9][CH:8]=1, predict the reactants needed to synthesize it. The reactants are: [CH3:1][C@H:2]1[CH2:6][CH2:5][CH2:4][N:3]1[C:7]1[N:12]=[C:11]([NH:13][C:14]2[C:15]3[N:16]([CH:29]=[CH:30][N:31]=3)[N:17]=[C:18]([C:20]3[CH:28]=[CH:27][C:23]([C:24]([OH:26])=O)=[CH:22][CH:21]=3)[CH:19]=2)[CH:10]=[CH:9][CH:8]=1.C1C=CC2N(O)N=[N:38]C=2C=1.CCN(CC)CC.CCN=C=NCCCN(C)C.N. (4) Given the product [F:19][C:16]([F:17])([F:18])[C:13]1[N:11]2[N:12]=[C:7]([N:1]3[CH2:2][CH2:3][N:4]([CH2:20][C:22]4[CH:23]=[CH:24][C:25](/[CH:28]=[CH:29]/[C:30]([O:32][CH2:33][CH3:34])=[O:31])=[CH:26][CH:27]=4)[CH2:5][CH2:6]3)[CH:8]=[CH:9][C:10]2=[N:15][N:14]=1, predict the reactants needed to synthesize it. The reactants are: [N:1]1([C:7]2[CH:8]=[CH:9][C:10]3[N:11]([C:13]([C:16]([F:19])([F:18])[F:17])=[N:14][N:15]=3)[N:12]=2)[CH2:6][CH2:5][NH:4][CH2:3][CH2:2]1.[CH:20]([C:22]1[CH:27]=[CH:26][C:25](/[CH:28]=[CH:29]/[C:30]([O:32][CH2:33][CH3:34])=[O:31])=[CH:24][CH:23]=1)=O.